Dataset: Forward reaction prediction with 1.9M reactions from USPTO patents (1976-2016). Task: Predict the product of the given reaction. (1) Given the reactants [Cl:1][C:2]1[CH:9]=[CH:8][C:5]([CH2:6]Cl)=[C:4]([N+:10]([O-:12])=[O:11])[CH:3]=1.C(C(CC)C([NH:18][CH:19](C([O-])=O)[C:20]([O-:22])=[O:21])=O)C, predict the reaction product. The product is: [NH2:18][CH:19]([CH2:6][C:5]1[CH:8]=[CH:9][C:2]([Cl:1])=[CH:3][C:4]=1[N+:10]([O-:12])=[O:11])[C:20]([OH:22])=[O:21]. (2) Given the reactants [F:1][C:2]1[C:3]([CH3:32])=[C:4]([C@:8]2([C:28]([O:30][CH3:31])=[O:29])[CH2:12][CH2:11][C:10]([C:13]3[CH:14]=[N:15][C:16]([O:20][CH2:21][CH2:22][N:23]4[CH2:27][CH2:26][CH2:25][CH2:24]4)=[C:17]([F:19])[CH:18]=3)=[CH:9]2)[CH:5]=[CH:6][CH:7]=1.C([O-])=O.[NH4+], predict the reaction product. The product is: [F:1][C:2]1[C:3]([CH3:32])=[C:4]([C@:8]2([C:28]([O:30][CH3:31])=[O:29])[CH2:12][CH2:11][CH:10]([C:13]3[CH:14]=[N:15][C:16]([O:20][CH2:21][CH2:22][N:23]4[CH2:24][CH2:25][CH2:26][CH2:27]4)=[C:17]([F:19])[CH:18]=3)[CH2:9]2)[CH:5]=[CH:6][CH:7]=1.